From a dataset of Reaction yield outcomes from USPTO patents with 853,638 reactions. Predict the reaction yield, written as a fraction of the theoretical maximum amount of product (1.0 means a 100% yield; for example, 0.34 means a 34% yield). The reactants are [CH2:1]([CH:7]1O[C:11](=O)[CH2:10][CH2:9][CH2:8]1)CCCCC.C(NC(C)C)(C)C.C([Li])CCC.CCCCCC.[C:32]1([Se:38]Cl)[CH:37]=[CH:36][CH:35]=[CH:34][CH:33]=1. No catalyst specified. The product is [C:32]1([Se:38][C:11]2[CH:10]=[CH:9][CH:8]=[CH:7][CH:1]=2)[CH:37]=[CH:36][CH:35]=[CH:34][CH:33]=1. The yield is 0.560.